From a dataset of Full USPTO retrosynthesis dataset with 1.9M reactions from patents (1976-2016). Predict the reactants needed to synthesize the given product. (1) The reactants are: C(O)(=O)C.O.[NH2:6]N.C[N:9]([CH3:12])[CH:10]=[N-:11].[CH3:13][O:14][C:15]1[CH:16]=[C:17]2[C:21](=[CH:22][C:23]=1[O:24][CH3:25])[NH:20][C:19](C(O)=O)=[C:18]2[C:29]1[CH:34]=[CH:33][C:32]([O:35][CH3:36])=[CH:31][CH:30]=1. Given the product [CH3:13][O:14][C:15]1[CH:16]=[C:17]2[C:21](=[CH:22][C:23]=1[O:24][CH3:25])[NH:20][C:19]([C:12]1[NH:6][N:11]=[CH:10][N:9]=1)=[C:18]2[C:29]1[CH:34]=[CH:33][C:32]([O:35][CH3:36])=[CH:31][CH:30]=1, predict the reactants needed to synthesize it. (2) Given the product [CH3:1][N:2]1[CH2:8][CH2:7][CH2:6][N:5]([CH2:25][C:22]2[CH:23]=[CH:24][C:19]([C:16]3[CH:17]=[CH:18][C:13]([C:11]([O:10][CH3:9])=[O:12])=[CH:14][CH:15]=3)=[CH:20][CH:21]=2)[CH2:4][CH2:3]1, predict the reactants needed to synthesize it. The reactants are: [CH3:1][N:2]1[CH2:8][CH2:7][CH2:6][NH:5][CH2:4][CH2:3]1.[CH3:9][O:10][C:11]([C:13]1[CH:18]=[CH:17][C:16]([C:19]2[CH:24]=[CH:23][C:22]([CH:25]=O)=[CH:21][CH:20]=2)=[CH:15][CH:14]=1)=[O:12].C(O[BH-](OCC)OCC)C.[Na+]. (3) Given the product [CH:3]1([C:6]2[CH:11]=[C:10]([CH2:12][N:13]3[CH2:14][C:15]4([CH2:20][C:19]([N:21]5[CH2:26][CH2:25][C:24]([CH3:32])([C:27]([OH:29])=[O:28])[CH2:23][CH2:22]5)=[N:18][O:17]4)[CH2:16]3)[CH:9]=[C:8]([O:33][CH2:34][CH2:35][C:36]([F:37])([F:39])[F:38])[C:7]=2[C:40]2[CH:41]=[CH:42][C:43]([F:46])=[CH:44][CH:45]=2)[CH2:5][CH2:4]1, predict the reactants needed to synthesize it. The reactants are: [OH-].[Na+].[CH:3]1([C:6]2[CH:11]=[C:10]([CH2:12][N:13]3[CH2:16][C:15]4([CH2:20][C:19]([N:21]5[CH2:26][CH2:25][C:24]([CH3:32])([C:27]([O:29]CC)=[O:28])[CH2:23][CH2:22]5)=[N:18][O:17]4)[CH2:14]3)[CH:9]=[C:8]([O:33][CH2:34][CH2:35][C:36]([F:39])([F:38])[F:37])[C:7]=2[C:40]2[CH:45]=[CH:44][C:43]([F:46])=[CH:42][CH:41]=2)[CH2:5][CH2:4]1. (4) The reactants are: NCC1N=C(N(C2C=CC(OC)=CC=2)C)C2C(=CC=CC=2)N=1.[CH3:23][O:24][C:25]1[CH:30]=[CH:29][C:28]([N:31]([CH3:54])[C:32]2[C:41]3[C:36](=[CH:37][CH:38]=[CH:39][CH:40]=3)[N:35]=[C:34]([CH2:42][N:43]3C(=O)C4[C:45](=CC=CC=4)[C:44]3=[O:53])[N:33]=2)=[CH:27][CH:26]=1.O.NN.Cl. Given the product [CH3:23][O:24][C:25]1[CH:26]=[CH:27][C:28]([N:31]([CH3:54])[C:32]2[C:41]3[C:36](=[CH:37][CH:38]=[CH:39][CH:40]=3)[N:35]=[C:34]([CH2:42][NH:43][C:44](=[O:53])[CH3:45])[N:33]=2)=[CH:29][CH:30]=1, predict the reactants needed to synthesize it. (5) Given the product [CH2:12]([N:14]1[CH2:19][CH2:18][N:17]([CH2:8][C:7]2[CH:10]=[CH:11][C:4]([N+:1]([O-:3])=[O:2])=[CH:5][CH:6]=2)[CH2:16][CH2:15]1)[CH3:13], predict the reactants needed to synthesize it. The reactants are: [N+:1]([C:4]1[CH:11]=[CH:10][C:7]([CH2:8]Cl)=[CH:6][CH:5]=1)([O-:3])=[O:2].[CH2:12]([N:14]1[CH2:19][CH2:18][NH:17][CH2:16][CH2:15]1)[CH3:13].C(=O)([O-])[O-].[K+].[K+].